This data is from Catalyst prediction with 721,799 reactions and 888 catalyst types from USPTO. The task is: Predict which catalyst facilitates the given reaction. (1) Reactant: [Na].[Br:2][C:3]1[CH:4]=[C:5]([CH2:10][N:11]([CH3:28])[C:12](=[O:27])[CH2:13][C:14]2([C:20]3[CH:25]=[CH:24][CH:23]=[C:22]([F:26])[CH:21]=3)[CH2:19][CH2:18][NH:17][CH2:16][CH2:15]2)[CH:6]=[C:7]([Br:9])[CH:8]=1.[CH2:29]=O. Product: [Br:2][C:3]1[CH:4]=[C:5]([CH2:10][N:11]([CH3:28])[C:12](=[O:27])[CH2:13][C:14]2([C:20]3[CH:25]=[CH:24][CH:23]=[C:22]([F:26])[CH:21]=3)[CH2:19][CH2:18][N:17]([CH3:29])[CH2:16][CH2:15]2)[CH:6]=[C:7]([Br:9])[CH:8]=1. The catalyst class is: 144. (2) Reactant: [OH:1][C:2]1[C:11]2[C:6](=[CH:7][CH:8]=[CH:9][CH:10]=2)[N:5]=[CH:4][CH:3]=1.[N+:12]([O-])([OH:14])=[O:13]. Product: [N+:12]([C:3]1[CH:4]=[N:5][C:6]2[C:11]([C:2]=1[OH:1])=[CH:10][CH:9]=[CH:8][CH:7]=2)([O-:14])=[O:13]. The catalyst class is: 6. (3) Reactant: [C:1]1([C:7]2[CH:12]=[C:11](Br)[CH:10]=[CH:9][C:8]=2[O:14][CH3:15])[CH:6]=[CH:5][CH:4]=[CH:3][CH:2]=1.[Li]CCCC.C([O:24][B:25](OC(C)C)[O:26]C(C)C)(C)C.Cl. Product: [C:1]1([C:7]2[CH:12]=[C:11]([B:25]([OH:26])[OH:24])[CH:10]=[CH:9][C:8]=2[O:14][CH3:15])[CH:6]=[CH:5][CH:4]=[CH:3][CH:2]=1. The catalyst class is: 116.